Dataset: Forward reaction prediction with 1.9M reactions from USPTO patents (1976-2016). Task: Predict the product of the given reaction. (1) Given the reactants ClC1C2N=C(C3C=C(C=CC=3)C(NCCC3CCN(C4C=CN=CC=4)CC3)=O)SC=2C=CC=1.[Cl:34][C:35]1[CH:36]=[CH:37][CH:38]=[C:39]2[C:43]=1[C:42](=[O:44])[N:41]([C:45]1[CH:46]=[C:47]([CH:51]=[CH:52][CH:53]=1)[C:48](O)=[O:49])[CH2:40]2.[NH:54]1[CH2:59][CH2:58][CH:57]([O:60][C:61]2[CH:66]=[CH:65][N:64]=[CH:63][CH:62]=2)[CH2:56][CH2:55]1, predict the reaction product. The product is: [Cl:34][C:35]1[CH:36]=[CH:37][CH:38]=[C:39]2[C:43]=1[C:42](=[O:44])[N:41]([C:45]1[CH:53]=[CH:52][CH:51]=[C:47]([C:48]([N:64]3[CH2:65][CH2:66][CH:61]([O:60][C:57]4[CH:58]=[CH:59][N:54]=[CH:55][CH:56]=4)[CH2:62][CH2:63]3)=[O:49])[CH:46]=1)[CH2:40]2. (2) The product is: [C:36]([OH:39])([C:18]([F:21])([F:20])[F:19])=[O:37].[CH3:30][C:29]1[N:28]=[C:27]([NH:31][S:32]([CH3:35])(=[O:34])=[O:33])[CH:26]=[CH:25][C:24]=1[C:9]1[CH:17]=[C:16]([C:18]([F:19])([F:20])[F:21])[CH:15]=[C:14]2[C:10]=1[CH:11]=[N:12][NH:13]2. Given the reactants CC1(C)C(C)(C)OB([C:9]2[CH:17]=[C:16]([C:18]([F:21])([F:20])[F:19])[CH:15]=[C:14]3[C:10]=2[CH:11]=[N:12][NH:13]3)O1.Br[C:24]1[CH:25]=[CH:26][C:27]([NH:31][S:32]([CH3:35])(=[O:34])=[O:33])=[N:28][C:29]=1[CH3:30].[C:36]([O-:39])(O)=[O:37].[Na+], predict the reaction product. (3) The product is: [OH:5][CH:3]([CH3:4])[CH2:2][NH:1][C:14](=[O:20])[C:15]([O:17][CH2:18][CH3:19])=[O:16]. Given the reactants [NH2:1][CH2:2][CH:3]([OH:5])[CH3:4].C(N(CC)CC)C.Cl[C:14](=[O:20])[C:15]([O:17][CH2:18][CH3:19])=[O:16], predict the reaction product. (4) Given the reactants CCN(P1(N(C)CCCN1C)=NC(C)(C)C)CC.[CH3:19][O:20][C:21](=[O:33])[CH2:22][C:23]1[C:31]2[C:26](=[N:27][CH:28]=[CH:29][CH:30]=2)[NH:25][C:24]=1[CH3:32].[O:34]1[CH:38]=[CH:37][C:36]([CH2:39]OS(C2C=CC(C)=CC=2)(=O)=O)=[CH:35]1.C1COCC1, predict the reaction product. The product is: [CH3:19][O:20][C:21](=[O:33])[CH2:22][C:23]1[C:31]2[C:26](=[N:27][CH:28]=[CH:29][CH:30]=2)[N:25]([CH2:39][C:36]2[CH:37]=[CH:38][O:34][CH:35]=2)[C:24]=1[CH3:32]. (5) Given the reactants C=O.[C:3]([BH3-])#N.[Na+].[CH3:7][N:8]([CH3:24])[C:9]1([C:19]2[S:20][CH:21]=[CH:22][CH:23]=2)[CH2:18][CH2:17][C:12]2([CH2:16][CH2:15][NH:14][CH2:13]2)[CH2:11][CH2:10]1.C(O)(=O)C, predict the reaction product. The product is: [CH3:7][N:8]([CH3:24])[C:9]1([C:19]2[S:20][CH:21]=[CH:22][CH:23]=2)[CH2:10][CH2:11][C:12]2([CH2:16][CH2:15][N:14]([CH3:3])[CH2:13]2)[CH2:17][CH2:18]1.